From a dataset of Forward reaction prediction with 1.9M reactions from USPTO patents (1976-2016). Predict the product of the given reaction. Given the reactants [OH:1][CH:2]([C:20]1[CH:25]=[CH:24][CH:23]=[CH:22][CH:21]=1)[CH2:3][CH2:4][CH2:5][C:6]([N:8]1[CH:12]([C:13]2[CH:18]=[CH:17][CH:16]=[CH:15][CH:14]=2)[CH2:11][O:10][C:9]1=[O:19])=[O:7].[F:26][C:27]1[CH:32]=[CH:31][C:30]([N:33]=[CH:34][C:35]2[CH:42]=[CH:41][C:38]([C:39]#[N:40])=[CH:37][CH:36]=2)=[CH:29][CH:28]=1.C(N(C(C)C)CC)(C)C.Cl[Si:53]([CH3:56])([CH3:55])[CH3:54].C(O)(=O)C(C(C(O)=O)O)O.S(=O)(O)[O-].[Na+], predict the reaction product. The product is: [F:26][C:27]1[CH:32]=[CH:31][C:30]([NH:33][CH:34]([C:35]2[CH:36]=[CH:37][C:38]([C:39]#[N:40])=[CH:41][CH:42]=2)[CH:5]([C:6]([N:8]2[CH:12]([C:13]3[CH:14]=[CH:15][CH:16]=[CH:17][CH:18]=3)[CH2:11][O:10][C:9]2=[O:19])=[O:7])[CH2:4][CH2:3][CH:2]([C:20]2[CH:25]=[CH:24][CH:23]=[CH:22][CH:21]=2)[O:1][Si:53]([CH3:56])([CH3:55])[CH3:54])=[CH:29][CH:28]=1.